From a dataset of Catalyst prediction with 721,799 reactions and 888 catalyst types from USPTO. Predict which catalyst facilitates the given reaction. (1) Reactant: [C:1]([Si:5]([CH3:16])([CH3:15])[O:6][C@@:7]1(C)[C@H:13]2[C@H:11]([O:12]2)[CH2:10][CH2:9][CH2:8]1)([CH3:4])([CH3:3])[CH3:2].[NH4+].[Cl-].[N-:19]=[N+:20]=[N-:21].[Na+]. Product: [N:19]([C@H:11]1[CH2:10][CH2:9][CH2:8][C@@H:7]([O:6][Si:5]([C:1]([CH3:4])([CH3:3])[CH3:2])([CH3:16])[CH3:15])[C@@H:13]1[OH:12])=[N+:20]=[N-:21]. The catalyst class is: 24. (2) Reactant: [F:1][C:2]([F:19])([F:18])[S:3]([NH:6][C:7]1[CH:17]=[CH:16][C:10]([C:11](OCC)=[O:12])=[CH:9][CH:8]=1)(=[O:5])=[O:4].O.[NH2:21][NH2:22]. Product: [F:1][C:2]([F:19])([F:18])[S:3]([NH:6][C:7]1[CH:17]=[CH:16][C:10]([C:11]([NH:21][NH2:22])=[O:12])=[CH:9][CH:8]=1)(=[O:5])=[O:4]. The catalyst class is: 51. (3) Reactant: [C:1]([O:5][C:6]([N:8]1[CH2:12][C@@H:11]([NH:13][S:14]([C:17]2[CH:22]=[CH:21][C:20]([C:23]#[N:24])=[CH:19][CH:18]=2)(=[O:16])=[O:15])[CH2:10][C@H:9]1[C:25]([N:27]1[CH2:31][CH2:30][S:29][CH2:28]1)=[O:26])=[O:7])([CH3:4])([CH3:3])[CH3:2].Cl.C(C1C=CC(S(N[C@@H]2CN[C@H](C(C3NCCS3)=O)C2)(=O)=O)=CC=1)#N.C(=O)([O-])[O-].[K+].[K+].[C:63]([C:65]1[CH:72]=[CH:71][C:68]([CH2:69]Br)=[CH:67][CH:66]=1)#[N:64].C(O)(=O)CC(CC(O)=O)(C(O)=O)O. Product: [C:1]([O:5][C:6]([N:8]1[CH2:12][C@@H:11]([N:13]([CH2:69][C:68]2[CH:71]=[CH:72][C:65]([C:63]#[N:64])=[CH:66][CH:67]=2)[S:14]([C:17]2[CH:18]=[CH:19][C:20]([C:23]#[N:24])=[CH:21][CH:22]=2)(=[O:15])=[O:16])[CH2:10][C@H:9]1[C:25]([N:27]1[CH2:31][CH2:30][S:29][CH2:28]1)=[O:26])=[O:7])([CH3:4])([CH3:2])[CH3:3]. The catalyst class is: 3.